Dataset: Forward reaction prediction with 1.9M reactions from USPTO patents (1976-2016). Task: Predict the product of the given reaction. (1) Given the reactants [C:1]([C:5]1[CH:6]=[C:7]([NH2:10])[NH:8][N:9]=1)([CH3:4])([CH3:3])[CH3:2].C([O-])([O-])=O.[K+].[K+].CN[C@@H]1CCCC[C@H]1NC.I[C:28]1[N:32]([CH2:33][CH2:34][O:35][CH:36]2[CH2:41][CH2:40][CH2:39][CH2:38][O:37]2)[CH:31]=[N:30][CH:29]=1, predict the reaction product. The product is: [C:1]([C:5]1[CH:6]=[C:7]([NH2:10])[N:8]([C:29]2[N:30]=[CH:31][N:32]([CH2:33][CH2:34][O:35][CH:36]3[CH2:41][CH2:40][CH2:39][CH2:38][O:37]3)[CH:28]=2)[N:9]=1)([CH3:4])([CH3:3])[CH3:2]. (2) Given the reactants [N:1]1[C:10]2[C:5](=[CH:6][CH:7]=[CH:8][CH:9]=2)[CH:4]=[C:3]([NH2:11])[CH:2]=1.[F:12][C:13]([F:24])([F:23])[C:14]1[N:19]=[CH:18][C:17]([CH2:20][C:21]#N)=[CH:16][CH:15]=1.C([O:28][C:29](=O)[C@H:30]([C:32]1[CH:37]=[CH:36][CH:35]=[CH:34][CH:33]=1)[OH:31])(=O)C, predict the reaction product. The product is: [OH:31][C@@H:30]([C:32]1[CH:37]=[CH:36][CH:35]=[CH:34][CH:33]=1)[C:29]([N:11]([C:3]1[CH:2]=[N:1][C:10]2[C:5]([CH:4]=1)=[CH:6][CH:7]=[CH:8][CH:9]=2)[CH2:21][CH2:20][C:17]1[CH:18]=[N:19][C:14]([C:13]([F:24])([F:23])[F:12])=[CH:15][CH:16]=1)=[O:28]. (3) Given the reactants C([O:3][C:4]([C:6]1[CH:24]=[CH:23][C:9]2[N:10]([CH3:22])[C:11]([NH:13][C:14]3[C:19]([F:20])=[CH:18][CH:17]=[CH:16][C:15]=3[F:21])=[N:12][C:8]=2[CH:7]=1)=[O:5])C.[OH-].[Na+], predict the reaction product. The product is: [F:21][C:15]1[CH:16]=[CH:17][CH:18]=[C:19]([F:20])[C:14]=1[NH:13][C:11]1[N:10]([CH3:22])[C:9]2[CH:23]=[CH:24][C:6]([C:4]([OH:5])=[O:3])=[CH:7][C:8]=2[N:12]=1. (4) Given the reactants [F:1][C:2]1[CH:10]=[C:9]([O:11][CH3:12])[CH:8]=[C:7]([F:13])[C:3]=1[C:4]([OH:6])=O.CN(C(ON1N=NC2C=CC=NC1=2)=[N+](C)C)C.F[P-](F)(F)(F)(F)F.CCN(CC)CC.[NH2:45][C:46]1[CH:62]=[CH:61][C:49]([O:50][CH2:51][CH2:52][NH:53]C(=O)OC(C)(C)C)=[C:48]([C:63]2[N:67]([CH3:68])[N:66]=[CH:65][CH:64]=2)[CH:47]=1.[C:69]([OH:75])([C:71]([F:74])([F:73])[F:72])=[O:70], predict the reaction product. The product is: [F:72][C:71]([F:74])([F:73])[C:69]([OH:75])=[O:70].[NH2:53][CH2:52][CH2:51][O:50][C:49]1[CH:61]=[CH:62][C:46]([NH:45][C:4](=[O:6])[C:3]2[C:7]([F:13])=[CH:8][C:9]([O:11][CH3:12])=[CH:10][C:2]=2[F:1])=[CH:47][C:48]=1[C:63]1[N:67]([CH3:68])[N:66]=[CH:65][CH:64]=1. (5) Given the reactants [C:1]([O:5][C:6]([NH:8][C@H:9]([C:14]1[CH:19]=[CH:18][C:17]([OH:20])=[CH:16][CH:15]=1)[C:10](OC)=[O:11])=[O:7])([CH3:4])([CH3:3])[CH3:2].[H-].[H-].[H-].[H-].[Al+3].[Li+], predict the reaction product. The product is: [OH:11][CH2:10][C@H:9]([NH:8][C:6](=[O:7])[O:5][C:1]([CH3:3])([CH3:2])[CH3:4])[C:14]1[CH:15]=[CH:16][C:17]([OH:20])=[CH:18][CH:19]=1. (6) Given the reactants [F:1][C:2]1[CH:7]=[CH:6][C:5]([NH:8][C:9]2[CH:14]=[CH:13][N:12]=[C:11]([NH:15][C:16]3[CH:21]=[CH:20][C:19]([S:22]([N:25]([CH3:32])[CH:26]4[CH2:31][CH2:30][NH:29][CH2:28][CH2:27]4)(=[O:24])=[O:23])=[CH:18][CH:17]=3)[N:10]=2)=[CH:4][C:3]=1[CH3:33].[NH:34]1[CH:38]=[CH:37][C:36]([CH:39]=O)=[CH:35]1, predict the reaction product. The product is: [F:1][C:2]1[CH:7]=[CH:6][C:5]([NH:8][C:9]2[CH:14]=[CH:13][N:12]=[C:11]([NH:15][C:16]3[CH:17]=[CH:18][C:19]([S:22]([N:25]([CH3:32])[CH:26]4[CH2:31][CH2:30][N:29]([CH2:39][C:36]5[CH:37]=[CH:38][NH:34][CH:35]=5)[CH2:28][CH2:27]4)(=[O:23])=[O:24])=[CH:20][CH:21]=3)[N:10]=2)=[CH:4][C:3]=1[CH3:33]. (7) Given the reactants [CH3:1][O:2][C:3]([O:8][CH3:9])([CH3:7])[C:4](=[O:6])[CH3:5].CO[CH:12](OC)[N:13]([CH3:15])[CH3:14].[Na].Cl.NC(N)=N, predict the reaction product. The product is: [CH3:12][N:13]([CH3:15])[CH:14]=[CH:5][C:4](=[O:6])[C:3]([O:8][CH3:9])([O:2][CH3:1])[CH3:7]. (8) Given the reactants [C:1]([C:4]1[CH:9]=[CH:8][C:7]([N:10]2[CH2:15][CH2:14][N:13]([C:16]([C:18]3[CH:19]=[C:20]([S:25]([N:28]([CH3:30])[CH3:29])(=[O:27])=[O:26])[CH:21]=[CH:22][C:23]=3Cl)=[O:17])[CH2:12][CH2:11]2)=[C:6]([F:31])[CH:5]=1)(=[O:3])[CH3:2].[NH:32]1[CH2:37][CH2:36][O:35][CH2:34][CH2:33]1, predict the reaction product. The product is: [C:1]([C:4]1[CH:9]=[CH:8][C:7]([N:10]2[CH2:15][CH2:14][N:13]([C:16]([C:18]3[CH:19]=[C:20]([S:25]([N:28]([CH3:30])[CH3:29])(=[O:27])=[O:26])[CH:21]=[CH:22][C:23]=3[N:32]3[CH2:37][CH2:36][O:35][CH2:34][CH2:33]3)=[O:17])[CH2:12][CH2:11]2)=[C:6]([F:31])[CH:5]=1)(=[O:3])[CH3:2].